Dataset: Reaction yield outcomes from USPTO patents with 853,638 reactions. Task: Predict the reaction yield, written as a fraction of the theoretical maximum amount of product (1.0 means a 100% yield; for example, 0.34 means a 34% yield). (1) The reactants are [OH:1][C:2]1[C:15]2[C:14](=[O:16])[C:13]3[C:8](=[CH:9][CH:10]=[CH:11][CH:12]=3)[O:7][C:6]=2[CH:5]=[C:4]([O:17][CH2:18][CH:19]2[CH2:21][O:20]2)[CH:3]=1.FC(F)(F)C(O)=[O:25]. No catalyst specified. The product is [OH:20][CH:19]([CH2:21][OH:25])[CH2:18][O:17][C:4]1[CH:3]=[C:2]([OH:1])[C:15]2[C:14](=[O:16])[C:13]3[C:8]([O:7][C:6]=2[CH:5]=1)=[CH:9][CH:10]=[CH:11][CH:12]=3. The yield is 0.627. (2) The catalyst is [O-2].[Mn+4].[O-2].ClCCl. The yield is 0.600. The product is [Cl:1][C:2]1[CH:3]=[C:4]([CH:15]=[CH:16][CH:17]=1)[CH2:5][NH:6][C:7]1[CH:8]=[C:9]([CH:13]=[O:14])[N:10]([CH3:12])[N:11]=1. The reactants are [Cl:1][C:2]1[CH:3]=[C:4]([CH:15]=[CH:16][CH:17]=1)[CH2:5][NH:6][C:7]1[CH:8]=[C:9]([CH2:13][OH:14])[N:10]([CH3:12])[N:11]=1. (3) The reactants are [CH2:1]([C@@H:8]1[O:13][CH2:12][CH2:11][N:10]([CH2:14][C@H:15]([O:20][C:21](=[O:30])[NH:22][C:23]2[CH:28]=[CH:27][C:26]([Cl:29])=[CH:25][CH:24]=2)[C:16]([F:19])([F:18])[F:17])[CH2:9]1)[C:2]1[CH:7]=[CH:6][CH:5]=[CH:4][CH:3]=1.Cl.CCCCCC. The catalyst is CCOCC. The product is [ClH:29].[CH2:1]([C@@H:8]1[O:13][CH2:12][CH2:11][N:10]([CH2:14][C@H:15]([O:20][C:21](=[O:30])[NH:22][C:23]2[CH:24]=[CH:25][C:26]([Cl:29])=[CH:27][CH:28]=2)[C:16]([F:17])([F:18])[F:19])[CH2:9]1)[C:2]1[CH:3]=[CH:4][CH:5]=[CH:6][CH:7]=1. The yield is 0.240.